This data is from Full USPTO retrosynthesis dataset with 1.9M reactions from patents (1976-2016). The task is: Predict the reactants needed to synthesize the given product. (1) Given the product [Br:5][C:6]1[CH:7]=[C:8]2[C:13](=[CH:14][CH:15]=1)[C:12]([N+:1]([O-:4])=[O:2])=[C:11]([O:16][CH3:17])[CH:10]=[CH:9]2, predict the reactants needed to synthesize it. The reactants are: [N+:1]([O-:4])(O)=[O:2].[Br:5][C:6]1[CH:15]=[CH:14][C:13]2[C:8](=[CH:9][CH:10]=[C:11]([O:16][CH3:17])[CH:12]=2)[CH:7]=1. (2) Given the product [Cl:10][C:11]1[N:12]=[CH:13][C:14]([C:17]([NH:25][C@H:23]([CH3:24])[C:22]([F:27])([F:26])[F:21])=[O:19])=[N:15][CH:16]=1, predict the reactants needed to synthesize it. The reactants are: C(N(CC)C(C)C)(C)C.[Cl:10][C:11]1[N:12]=[CH:13][C:14]([C:17]([OH:19])=O)=[N:15][CH:16]=1.Cl.[F:21][C:22]([F:27])([F:26])[C@H:23]([NH2:25])[CH3:24].C([O-])(O)=O.[Na+].